This data is from Forward reaction prediction with 1.9M reactions from USPTO patents (1976-2016). The task is: Predict the product of the given reaction. (1) Given the reactants Cl[C:2]1[N:3]=[N:4][CH:5]=[C:6]([O:8][C@H:9]([C:14]2[CH:19]=[CH:18][C:17]([Cl:20])=[CH:16][C:15]=2[N:21]2[CH:25]=[CH:24][C:23]([CH3:26])=[N:22]2)[C:10]([F:13])([F:12])[F:11])[CH:7]=1.ClC1C=C(O[C@H](C2C=CC(Cl)=CC=2N2C=CC(C)=N2)C(F)(F)F)N=NC=1.[CH2:53]1[C:57]2([CH2:62][CH2:61][NH:60][CH2:59][CH2:58]2)[CH2:56][CH:55]([C:63]([O:65][CH2:66][CH3:67])=[O:64])[N:54]1[C:68]([O:70][CH2:71][C:72]1[CH:77]=[CH:76][CH:75]=[CH:74][CH:73]=1)=[O:69].C([O-])([O-])=O.[Cs+].[Cs+].C1C=CC(P(C2C(C3C(P(C4C=CC=CC=4)C4C=CC=CC=4)=CC=C4C=3C=CC=C4)=C3C(C=CC=C3)=CC=2)C2C=CC=CC=2)=CC=1, predict the reaction product. The product is: [Cl:20][C:17]1[CH:18]=[CH:19][C:14]([C@@H:9]([O:8][C:6]2[CH:7]=[C:2]([N:60]3[CH2:59][CH2:58][C:57]4([CH2:53][N:54]([C:68]([O:70][CH2:71][C:72]5[CH:73]=[CH:74][CH:75]=[CH:76][CH:77]=5)=[O:69])[C@H:55]([C:63]([O:65][CH2:66][CH3:67])=[O:64])[CH2:56]4)[CH2:62][CH2:61]3)[N:3]=[N:4][CH:5]=2)[C:10]([F:12])([F:11])[F:13])=[C:15]([N:21]2[CH:25]=[CH:24][C:23]([CH3:26])=[N:22]2)[CH:16]=1. (2) Given the reactants [CH:1]([O:4][C:5]1[CH:27]=[N:26][C:8]2[N:9]([CH3:25])[C:10](=[O:24])[N:11]([CH2:14][CH2:15][CH2:16][O:17][CH:18]3[CH2:23][CH2:22][CH2:21][CH2:20][O:19]3)[C:12](=[O:13])[C:7]=2[CH:6]=1)([CH3:3])[CH3:2].[Li+].CC([N-]C(C)C)C.[CH3:36][CH:37]([CH3:41])[CH2:38][CH:39]=[O:40], predict the reaction product. The product is: [OH:40][CH:39]([C:6]1[C:7]2[C:12](=[O:13])[N:11]([CH2:14][CH2:15][CH2:16][O:17][CH:18]3[CH2:23][CH2:22][CH2:21][CH2:20][O:19]3)[C:10](=[O:24])[N:9]([CH3:25])[C:8]=2[N:26]=[CH:27][C:5]=1[O:4][CH:1]([CH3:3])[CH3:2])[CH2:38][CH:37]([CH3:41])[CH3:36]. (3) Given the reactants [O:1]=[C:2]1[C:6]([C:13]2[CH:18]=[CH:17][CH:16]=[CH:15][CH:14]=2)([C:7]2[CH:12]=[CH:11][CH:10]=[CH:9][CH:8]=2)[CH2:5][CH2:4][N:3]1[CH2:19][C:20](O)=[O:21].FC1C=CC(C2(C3C=CC(F)=CC=3)CCN(CC(O)=O)C2=O)=CC=1.[Cl:47][C:48]1[CH:58]=[CH:57][C:51](/[C:52](=[N:55]/[H])/[NH:53]O)=[CH:50][N:49]=1.ON/C(=N\[H])/C1C=CC(C(F)(F)F)=CC=1, predict the reaction product. The product is: [Cl:47][C:48]1[N:49]=[CH:50][C:51]([C:52]2[N:55]=[C:20]([CH2:19][N:3]3[CH2:4][CH2:5][C:6]([C:7]4[CH:12]=[CH:11][CH:10]=[CH:9][CH:8]=4)([C:13]4[CH:14]=[CH:15][CH:16]=[CH:17][CH:18]=4)[C:2]3=[O:1])[O:21][N:53]=2)=[CH:57][CH:58]=1. (4) Given the reactants [Br:1][C:2]1[CH:7]=[CH:6][C:5](Br)=[CH:4][N:3]=1.C([Li])CCC.CN(C)[CH:16]=[O:17], predict the reaction product. The product is: [Br:1][C:2]1[N:3]=[CH:4][C:5]([CH:16]=[O:17])=[CH:6][CH:7]=1. (5) Given the reactants C(Cl)(=O)C(Cl)=O.[Br:7][C:8]1[N:13]=[CH:12][C:11]([CH2:14][CH2:15][C:16]([CH3:24])([S:20]([CH3:23])(=[O:22])=[O:21])[C:17](O)=[O:18])=[CH:10][CH:9]=1.C[Si](C)(C)[O:27][NH2:28].CO, predict the reaction product. The product is: [Br:7][C:8]1[N:13]=[CH:12][C:11]([CH2:14][CH2:15][C:16]([CH3:24])([S:20]([CH3:23])(=[O:22])=[O:21])[C:17]([NH:28][OH:27])=[O:18])=[CH:10][CH:9]=1. (6) Given the reactants [ClH:1].[CH3:2][O:3][C@H:4]1[CH2:8][CH2:7][N:6]([C:9]2[CH:10]=[CH:11][C:12]3[C:18]4[N:19](C5CCCCO5)[N:20]=[C:21]([C:22]([OH:24])=[O:23])[C:17]=4[CH2:16][O:15][C:13]=3[CH:14]=2)[CH2:5]1, predict the reaction product. The product is: [ClH:1].[CH3:2][O:3][C@H:4]1[CH2:8][CH2:7][N:6]([C:9]2[CH:10]=[CH:11][C:12]3[C:18]4[NH:19][N:20]=[C:21]([C:22]([OH:24])=[O:23])[C:17]=4[CH2:16][O:15][C:13]=3[CH:14]=2)[CH2:5]1.